This data is from Reaction yield outcomes from USPTO patents with 853,638 reactions. The task is: Predict the reaction yield, written as a fraction of the theoretical maximum amount of product (1.0 means a 100% yield; for example, 0.34 means a 34% yield). (1) The reactants are [Cl:1][C:2]1[CH:3]=[C:4]([NH:9][C:10]([C:12]2[CH:17]=[CH:16][C:15]([C:18]3[CH:23]=[CH:22][CH:21]=[CH:20][CH:19]=3)=[CH:14][CH:13]=2)=O)[CH:5]=[CH:6][C:7]=1[F:8].COC1C=CC(P2(=S)SP(C3C=CC(OC)=CC=3)(=S)[S:33]2)=CC=1. The catalyst is C1(C)C=CC=CC=1. The product is [Cl:1][C:2]1[CH:3]=[C:4]([NH:9][C:10]([C:12]2[CH:17]=[CH:16][C:15]([C:18]3[CH:23]=[CH:22][CH:21]=[CH:20][CH:19]=3)=[CH:14][CH:13]=2)=[S:33])[CH:5]=[CH:6][C:7]=1[F:8]. The yield is 0.380. (2) The reactants are Cl[C:2]1[N:7]=[C:6]([NH:8][CH2:9][C:10]2[CH:14]=[C:13]([CH3:15])[O:12][C:11]=2[CH3:16])[C:5]([F:17])=[CH:4][N:3]=1.[NH2:18][C:19]1[CH:20]=[C:21]([OH:25])[CH:22]=[CH:23][CH:24]=1. No catalyst specified. The product is [CH3:16][C:11]1[O:12][C:13]([CH3:15])=[CH:14][C:10]=1[CH2:9][NH:8][C:6]1[C:5]([F:17])=[CH:4][N:3]=[C:2]([NH:18][C:19]2[CH:24]=[CH:23][CH:22]=[C:21]([OH:25])[CH:20]=2)[N:7]=1. The yield is 0.510. (3) The yield is 0.420. The catalyst is O. The reactants are [OH:1][C:2]1[CH:7]=[CH:6][C:5]([NH:8][N:9]=[C:10]([CH3:16])[C:11]([O:13][CH2:14][CH3:15])=[O:12])=[C:4]([N+:17]([O-:19])=[O:18])[CH:3]=1.C(=O)([O-])[O-].[K+].[K+].CN(C)C=O.Br[CH2:32][CH2:33][CH2:34][O:35][CH3:36]. The product is [CH3:36][O:35][CH2:34][CH2:33][CH2:32][O:1][C:2]1[CH:7]=[CH:6][C:5]([NH:8][N:9]=[C:10]([CH3:16])[C:11]([O:13][CH2:14][CH3:15])=[O:12])=[C:4]([N+:17]([O-:19])=[O:18])[CH:3]=1. (4) The reactants are Cl.Cl.C[C@H]1C2C(N3CCNCC3)=NC=NC=2[C@H:6]([OH:19])C1.[C:20]([O:24][C:25]([N:27]([CH:40]([CH3:42])[CH3:41])C[C@H](C1C=CC(Cl)=CC=1)C(O)=O)=[O:26])([CH3:23])(C)C.CCN(C(C)C)C(C)C.CN(C(ON1N=NC2C=CC=CC1=2)=[N+](C)C)C.F[P-](F)(F)(F)(F)F. The catalyst is C(Cl)Cl. The product is [O:19]=[CH:6][CH2:23][CH2:20][O:24][C:25](=[O:26])[NH:27][CH:40]([CH3:41])[CH3:42]. The yield is 0.690.